This data is from NCI-60 drug combinations with 297,098 pairs across 59 cell lines. The task is: Regression. Given two drug SMILES strings and cell line genomic features, predict the synergy score measuring deviation from expected non-interaction effect. (1) Drug 1: CC(CN1CC(=O)NC(=O)C1)N2CC(=O)NC(=O)C2. Drug 2: C1CNP(=O)(OC1)N(CCCl)CCCl. Cell line: OVCAR-4. Synergy scores: CSS=16.8, Synergy_ZIP=0.688, Synergy_Bliss=2.37, Synergy_Loewe=-4.14, Synergy_HSA=0.851. (2) Drug 2: C1CN1C2=NC(=NC(=N2)N3CC3)N4CC4. Drug 1: CCC(=C(C1=CC=CC=C1)C2=CC=C(C=C2)OCCN(C)C)C3=CC=CC=C3.C(C(=O)O)C(CC(=O)O)(C(=O)O)O. Synergy scores: CSS=26.0, Synergy_ZIP=1.44, Synergy_Bliss=-0.678, Synergy_Loewe=-13.6, Synergy_HSA=0.160. Cell line: SK-MEL-2.